This data is from Forward reaction prediction with 1.9M reactions from USPTO patents (1976-2016). The task is: Predict the product of the given reaction. (1) Given the reactants [C:1]([O:5][C:6]([NH:8][C@H:9]([C:13]1[CH:18]=[CH:17][C:16]([O:19][CH2:20][CH2:21][O:22][CH:23]2[CH2:28]CCCO2)=[CH:15][CH:14]=1)[C:10]([OH:12])=[O:11])=[O:7])([CH3:4])([CH3:3])[CH3:2].BrCCOCC, predict the reaction product. The product is: [C:1]([O:5][C:6]([NH:8][C@H:9]([C:13]1[CH:14]=[CH:15][C:16]([O:19][CH2:20][CH2:21][O:22][CH2:23][CH3:28])=[CH:17][CH:18]=1)[C:10]([OH:12])=[O:11])=[O:7])([CH3:4])([CH3:3])[CH3:2]. (2) Given the reactants CS(O[CH:6]([C:22]1[CH:27]=[CH:26][C:25]([Br:28])=[CH:24][CH:23]=1)[CH2:7][CH2:8][CH:9](OS(C)(=O)=O)[C:10]1[CH:15]=[CH:14][C:13]([Br:16])=[CH:12][CH:11]=1)(=O)=O.[I:29][C:30]1[CH:36]=[CH:35][C:33]([NH2:34])=[CH:32][CH:31]=1.CCOC(C)=O, predict the reaction product. The product is: [Br:16][C:13]1[CH:14]=[CH:15][C:10]([CH:9]2[CH2:8][CH2:7][CH:6]([C:22]3[CH:27]=[CH:26][C:25]([Br:28])=[CH:24][CH:23]=3)[N:34]2[C:33]2[CH:35]=[CH:36][C:30]([I:29])=[CH:31][CH:32]=2)=[CH:11][CH:12]=1. (3) Given the reactants Cl[C:2]1[C:11]2[C:6](=[CH:7][CH:8]=[C:9]([C:12]3[C:13]([C:18]4[CH:23]=[CH:22][C:21]([F:24])=[C:20]([Cl:25])[CH:19]=4)=[N:14][CH:15]=[CH:16][CH:17]=3)[CH:10]=2)[N:5]=[CH:4][N:3]=1.[CH3:26][NH2:27], predict the reaction product. The product is: [Cl:25][C:20]1[CH:19]=[C:18]([C:13]2[C:12]([C:9]3[CH:10]=[C:11]4[C:6](=[CH:7][CH:8]=3)[N:5]=[CH:4][N:3]=[C:2]4[NH:27][CH3:26])=[CH:17][CH:16]=[CH:15][N:14]=2)[CH:23]=[CH:22][C:21]=1[F:24]. (4) Given the reactants [F:1][C:2]1[CH:3]=[CH:4][C:5]([NH:8][C:9]([C:11]2[C:16]([NH:17][C:18]3[CH:19]=[N:20][CH:21]=[CH:22][CH:23]=3)=[CH:15][CH:14]=[C:13]([CH3:24])[N:12]=2)=[O:10])=[N:6][CH:7]=1.Br[C:26]1C(C)=NC=CC=1, predict the reaction product. The product is: [F:1][C:2]1[CH:3]=[CH:4][C:5]([NH:8][C:9]([C:11]2[C:16]([NH:17][C:18]3[C:19]([CH3:26])=[N:20][CH:21]=[CH:22][CH:23]=3)=[CH:15][CH:14]=[C:13]([CH3:24])[N:12]=2)=[O:10])=[N:6][CH:7]=1.